This data is from Full USPTO retrosynthesis dataset with 1.9M reactions from patents (1976-2016). The task is: Predict the reactants needed to synthesize the given product. (1) Given the product [C:28]([C:26]1[N:27]=[C:23]([NH:22][C:20]([C:18]2[CH:17]=[CH:16][N:13]3[C:14](=[O:15])[C:9](/[CH:8]=[CH:7]/[C:6]([OH:50])=[O:5])=[C:10]([N:32]4[CH2:37][CH2:36][N:35]([C:38](=[O:49])[CH2:39][CH2:40][CH2:41][CH2:42][N:43]([CH2:45][C:46]([OH:48])=[O:47])[CH3:44])[CH2:34][CH2:33]4)[N:11]=[C:12]3[CH:19]=2)=[O:21])[S:24][CH:25]=1)([CH3:31])([CH3:29])[CH3:30], predict the reactants needed to synthesize it. The reactants are: C([O:5][C:6](=[O:50])/[CH:7]=[CH:8]/[C:9]1[C:14](=[O:15])[N:13]2[CH:16]=[CH:17][C:18]([C:20]([NH:22][C:23]3[S:24][CH:25]=[C:26]([C:28]([CH3:31])([CH3:30])[CH3:29])[N:27]=3)=[O:21])=[CH:19][C:12]2=[N:11][C:10]=1[N:32]1[CH2:37][CH2:36][N:35]([C:38](=[O:49])[CH2:39][CH2:40][CH2:41][CH2:42][N:43]([CH2:45][C:46]([OH:48])=[O:47])[CH3:44])[CH2:34][CH2:33]1)(C)(C)C.FC(F)(F)C(O)=O. (2) Given the product [Br:1][C:2]1[CH:7]=[CH:6][C:5]([CH:8]([CH2:20][CH:21]=[CH2:22])[CH2:9]/[C:10](/[C:12]2[CH:13]=[CH:14][C:15](=[O:19])[N:16]([CH3:18])[CH:17]=2)=[N:24]\[OH:25])=[CH:4][CH:3]=1, predict the reactants needed to synthesize it. The reactants are: [Br:1][C:2]1[CH:7]=[CH:6][C:5]([CH:8]([CH2:20][CH:21]=[CH2:22])[CH2:9][C:10]([C:12]2[CH:13]=[CH:14][C:15](=[O:19])[N:16]([CH3:18])[CH:17]=2)=O)=[CH:4][CH:3]=1.Cl.[NH2:24][OH:25].C([O-])(O)=O.[Na+].